Task: Regression. Given a peptide amino acid sequence and an MHC pseudo amino acid sequence, predict their binding affinity value. This is MHC class II binding data.. Dataset: Peptide-MHC class II binding affinity with 134,281 pairs from IEDB (1) The peptide sequence is VNVQTKPSLFKVRNG. The MHC is DRB4_0103 with pseudo-sequence DRB4_0103. The binding affinity (normalized) is 0.756. (2) The peptide sequence is QGVTAEITPQASTTE. The MHC is DRB4_0101 with pseudo-sequence DRB4_0103. The binding affinity (normalized) is 0.394. (3) The peptide sequence is LASFTPVIQDQDLEM. The MHC is DRB1_0401 with pseudo-sequence DRB1_0401. The binding affinity (normalized) is 0.367. (4) The peptide sequence is DEYVEQVAQYKALPV. The MHC is DRB1_0301 with pseudo-sequence DRB1_0301. The binding affinity (normalized) is 0.156. (5) The binding affinity (normalized) is 0.580. The MHC is DRB3_0101 with pseudo-sequence DRB3_0101. The peptide sequence is MTDPHAMRDMAGRFE. (6) The peptide sequence is YQRSEEEKFPYIMGD. The MHC is DRB1_0301 with pseudo-sequence DRB1_0301. The binding affinity (normalized) is 0.215.